This data is from Full USPTO retrosynthesis dataset with 1.9M reactions from patents (1976-2016). The task is: Predict the reactants needed to synthesize the given product. (1) Given the product [ClH:26].[O:1]1[CH2:2][CH2:3][N:4]([CH2:7][CH2:8][NH:9][C:10]([CH:12]2[CH2:17][CH2:16][NH:15][CH2:14][CH2:13]2)=[O:11])[CH2:5][CH2:6]1, predict the reactants needed to synthesize it. The reactants are: [O:1]1[CH2:6][CH2:5][N:4]([CH2:7][CH2:8][NH:9][C:10]([CH:12]2[CH2:17][CH2:16][N:15](C(OC(C)(C)C)=O)[CH2:14][CH2:13]2)=[O:11])[CH2:3][CH2:2]1.C(Cl)[Cl:26]. (2) Given the product [F:1][C:2]1[CH:26]=[C:25]([F:27])[CH:24]=[CH:23][C:3]=1[CH2:4][N:5]1[C:9]2=[CH:10][N:11]=[C:12]([C:14]([NH:28][OH:29])=[O:15])[CH:13]=[C:8]2[C:7]([CH2:19][O:20][CH2:21][CH3:22])=[CH:6]1, predict the reactants needed to synthesize it. The reactants are: [F:1][C:2]1[CH:26]=[C:25]([F:27])[CH:24]=[CH:23][C:3]=1[CH2:4][N:5]1[C:9]2=[CH:10][N:11]=[C:12]([C:14](OCC)=[O:15])[CH:13]=[C:8]2[C:7]([CH2:19][O:20][CH2:21][CH3:22])=[CH:6]1.[NH2:28][OH:29].[OH-].[Na+]. (3) The reactants are: [C:1]([C:3]1[CH:8]=[CH:7][C:6]([C:9]2[N:13]3[CH:14]=[C:15]([C:19]4[CH:41]=[CH:40][C:22]([C:23]([N:25]5[CH2:30][CH2:29][C:28]([NH:32]C(=O)OC(C)(C)C)([CH3:31])[CH2:27][CH2:26]5)=[O:24])=[CH:21][CH:20]=4)[C:16]([CH3:18])=[CH:17][C:12]3=[N:11][CH:10]=2)=[CH:5][CH:4]=1)#[N:2].C(O)(C(F)(F)F)=O. Given the product [NH2:32][C:28]1([CH3:31])[CH2:27][CH2:26][N:25]([C:23]([C:22]2[CH:40]=[CH:41][C:19]([C:15]3[C:16]([CH3:18])=[CH:17][C:12]4[N:13]([C:9]([C:6]5[CH:5]=[CH:4][C:3]([C:1]#[N:2])=[CH:8][CH:7]=5)=[CH:10][N:11]=4)[CH:14]=3)=[CH:20][CH:21]=2)=[O:24])[CH2:30][CH2:29]1, predict the reactants needed to synthesize it. (4) Given the product [Cl:3][C:4]1[CH:5]=[CH:6][C:7]([C:10]2[CH:15]=[CH:14][C:13]([NH:16][CH2:17][C:18]3[CH:23]=[C:22]([F:24])[C:21]([F:25])=[CH:20][C:19]=3[C:26]3[CH:27]=[CH:28][C:29]([C:32]([NH:34][CH2:35][CH2:36][C:37]([OH:39])=[O:38])=[O:33])=[N:30][CH:31]=3)=[CH:12][CH:11]=2)=[CH:8][CH:9]=1, predict the reactants needed to synthesize it. The reactants are: [OH-].[Na+].[Cl:3][C:4]1[CH:9]=[CH:8][C:7]([C:10]2[CH:15]=[CH:14][C:13]([NH:16][CH2:17][C:18]3[CH:23]=[C:22]([F:24])[C:21]([F:25])=[CH:20][C:19]=3[C:26]3[CH:27]=[CH:28][C:29]([C:32]([NH:34][CH2:35][CH2:36][C:37]([O:39]CC)=[O:38])=[O:33])=[N:30][CH:31]=3)=[CH:12][CH:11]=2)=[CH:6][CH:5]=1. (5) Given the product [Br:1][C:18]1[N:17]=[C:16]([C@@H:19]2[CH2:23][CH2:22][CH2:21][N:20]2[C:24]([O:26][CH2:27][C:28]2[CH:33]=[CH:32][CH:31]=[CH:30][CH:29]=2)=[O:25])[N:12]2[CH:13]=[CH:14][N:15]=[C:10]([CH3:9])[C:11]=12, predict the reactants needed to synthesize it. The reactants are: [Br:1]N1C(=O)CCC1=O.[CH3:9][C:10]1[C:11]2[N:12]([C:16]([C@@H:19]3[CH2:23][CH2:22][CH2:21][N:20]3[C:24]([O:26][CH2:27][C:28]3[CH:33]=[CH:32][CH:31]=[CH:30][CH:29]=3)=[O:25])=[N:17][CH:18]=2)[CH:13]=[CH:14][N:15]=1.O.C(OCC)(=O)C. (6) Given the product [CH3:38][O:37][C:25]1[C:26]([C:28]2[CH:33]=[CH:32][CH:31]=[C:30]([N+:34]([O-:36])=[O:35])[CH:29]=2)=[CH:27][C:14]2[C:13]3[C:18](=[C:19]4[C:6](=[O:5])[NH:8][CH2:9][CH2:10][N:11]4[N:12]=3)[CH2:17][CH2:16][C:15]=2[CH:24]=1, predict the reactants needed to synthesize it. The reactants are: C([O:5][C:6]([NH:8][CH2:9][CH2:10][N:11]1[C:19](C(OC)=O)=[C:18]2[C:13]([C:14]3[CH:27]=[C:26]([C:28]4[CH:33]=[CH:32][CH:31]=[C:30]([N+:34]([O-:36])=[O:35])[CH:29]=4)[C:25]([O:37][CH3:38])=[CH:24][C:15]=3[CH2:16][CH2:17]2)=[N:12]1)=O)(C)(C)C.Cl. (7) Given the product [Br:1][C:2]1[CH:3]=[CH:4][C:5](/[C:8](=[CH:18]\[C:14]2[CH:15]=[N:16][CH:17]=[CH:12][CH:13]=2)/[C:9]([OH:11])=[O:10])=[CH:6][CH:7]=1, predict the reactants needed to synthesize it. The reactants are: [Br:1][C:2]1[CH:7]=[CH:6][C:5]([CH2:8][C:9]([OH:11])=[O:10])=[CH:4][CH:3]=1.[CH:12]1[CH:17]=[N:16][CH:15]=[C:14]([CH:18]=O)[CH:13]=1.C(N(CC)CC)C.O.